From a dataset of Catalyst prediction with 721,799 reactions and 888 catalyst types from USPTO. Predict which catalyst facilitates the given reaction. (1) Reactant: Br[C:2]1[CH:3]=[CH:4][C:5]2[C:6]3[N:26]([CH:27]4[CH2:31][CH2:30][O:29][CH2:28]4)[N:25]=[CH:24][C:7]=3[C:8](=[O:23])[N:9]([CH2:12][C:13]3[CH:18]=[CH:17][C:16]([O:19][CH3:20])=[CH:15][C:14]=3[O:21][CH3:22])[C:10]=2[CH:11]=1.[B:32]1([B:32]2[O:36][C:35]([CH3:38])([CH3:37])[C:34]([CH3:40])([CH3:39])[O:33]2)[O:36][C:35]([CH3:38])([CH3:37])[C:34]([CH3:40])([CH3:39])[O:33]1.C([O-])(=O)C.[K+].O1CCOCC1. Product: [CH3:22][O:21][C:14]1[CH:15]=[C:16]([O:19][CH3:20])[CH:17]=[CH:18][C:13]=1[CH2:12][N:9]1[C:10]2[CH:11]=[C:2]([B:32]3[O:36][C:35]([CH3:38])([CH3:37])[C:34]([CH3:40])([CH3:39])[O:33]3)[CH:3]=[CH:4][C:5]=2[C:6]2[N:26]([CH:27]3[CH2:31][CH2:30][O:29][CH2:28]3)[N:25]=[CH:24][C:7]=2[C:8]1=[O:23]. The catalyst class is: 16. (2) Reactant: [F:1][C:2]1[CH:17]=[CH:16][C:5]([O:6][C:7]2[CH:8]=[N:9][C:10]([C:13](=O)[CH3:14])=[N:11][CH:12]=2)=[CH:4][CH:3]=1.[BH3-]C#[N:20].[Na+]. Product: [F:1][C:2]1[CH:17]=[CH:16][C:5]([O:6][C:7]2[CH:8]=[N:9][C:10]([CH:13]([NH2:20])[CH3:14])=[N:11][CH:12]=2)=[CH:4][CH:3]=1. The catalyst class is: 14. (3) Reactant: [N+:1]([C:4]1[CH:5]=[N:6][C:7]([NH2:10])=[N:8][CH:9]=1)([O-:3])=[O:2].Br[C:12]1[CH:13]=[CH:14][C:15]([C:18]([N:20]2[CH2:25][CH2:24][N:23]([CH2:26][CH2:27][OH:28])[CH2:22][CH2:21]2)=[O:19])=[N:16][CH:17]=1.CC1(C)C2C(=C(P(C3C=CC=CC=3)C3C=CC=CC=3)C=CC=2)OC2C(P(C3C=CC=CC=3)C3C=CC=CC=3)=CC=CC1=2. Product: [OH:28][CH2:27][CH2:26][N:23]1[CH2:22][CH2:21][N:20]([C:18]([C:15]2[CH:14]=[CH:13][C:12]([NH:10][C:7]3[N:8]=[CH:9][C:4]([N+:1]([O-:3])=[O:2])=[CH:5][N:6]=3)=[CH:17][N:16]=2)=[O:19])[CH2:25][CH2:24]1. The catalyst class is: 231. (4) Reactant: [Br:1][C:2]1[CH:3]=[C:4]([NH2:9])[CH:5]=[CH:6][C:7]=1[Cl:8].C1C(=O)N([I:17])C(=O)C1. Product: [Br:1][C:2]1[C:7]([Cl:8])=[CH:6][C:5]([I:17])=[C:4]([NH2:9])[CH:3]=1. The catalyst class is: 52. (5) Reactant: [CH3:1][C:2]1[C:7]([CH2:8][C:9]2[O:10][C:11]3[CH:17]=[CH:16][C:15]([CH2:18][C:19]([O:21]C)=[O:20])=[CH:14][C:12]=3[CH:13]=2)=[CH:6][CH:5]=[CH:4][N:3]=1.[OH-].[Na+].Cl. Product: [CH3:1][C:2]1[C:7]([CH2:8][C:9]2[O:10][C:11]3[CH:17]=[CH:16][C:15]([CH2:18][C:19]([OH:21])=[O:20])=[CH:14][C:12]=3[CH:13]=2)=[CH:6][CH:5]=[CH:4][N:3]=1. The catalyst class is: 20. (6) Reactant: [C:1]([N:5]1[CH2:31][CH2:30][CH2:29][CH2:28][C:8]2[C:9]([C:23]3[S:24][CH:25]=[CH:26][CH:27]=3)=[C:10]3[C:19]4[CH:18]=[C:17]([NH2:20])[C:16]([O:21][CH3:22])=[CH:15][C:14]=4[CH2:13][CH2:12][N:11]3[C:7]=2[C:6]1=[O:32])([CH3:4])([CH3:3])[CH3:2].C[Si]([N:37]=[N+:38]=[N-])(C)C.N(OC(C)(C)C)=O. Product: [C:1]([N:5]1[CH2:31][CH2:30][CH2:29][CH2:28][C:8]2[C:9]([C:23]3[S:24][CH:25]=[CH:26][CH:27]=3)=[C:10]3[C:19]4[CH:18]=[C:17]([N:20]=[N+:37]=[N-:38])[C:16]([O:21][CH3:22])=[CH:15][C:14]=4[CH2:13][CH2:12][N:11]3[C:7]=2[C:6]1=[O:32])([CH3:4])([CH3:2])[CH3:3]. The catalyst class is: 47.